This data is from Forward reaction prediction with 1.9M reactions from USPTO patents (1976-2016). The task is: Predict the product of the given reaction. (1) Given the reactants Cl[C:2]1[C:3]([C:11]([CH:14]2[CH2:19][CH2:18][CH2:17][CH2:16][CH2:15]2)=[N:12][NH2:13])=[C:4]2[CH:10]=[CH:9][NH:8][C:5]2=[N:6][CH:7]=1.CC(C)([O-])C.[Na+], predict the reaction product. The product is: [CH:14]1([C:11]2[C:3]3=[C:4]4[CH:10]=[CH:9][NH:8][C:5]4=[N:6][CH:7]=[C:2]3[NH:13][N:12]=2)[CH2:19][CH2:18][CH2:17][CH2:16][CH2:15]1. (2) Given the reactants [ClH:1].[CH3:2][C:3]1[C:8]([C:9]2[CH:14]=[CH:13][C:12]([N+:15]([O-])=O)=[CH:11][CH:10]=2)=[C:7]([NH2:18])[N:6]2[N:19]=[CH:20][C:21]([C:22]3[CH:27]=[CH:26][CH:25]=[C:24]([N:28]4[CH2:33][CH2:32][N:31]([CH3:34])[CH2:30][CH2:29]4)[CH:23]=3)=[C:5]2[N:4]=1.CO, predict the reaction product. The product is: [ClH:1].[NH2:15][C:12]1[CH:11]=[CH:10][C:9]([C:8]2[C:3]([CH3:2])=[N:4][C:5]3[N:6]([N:19]=[CH:20][C:21]=3[C:22]3[CH:27]=[CH:26][CH:25]=[C:24]([N:28]4[CH2:29][CH2:30][N:31]([CH3:34])[CH2:32][CH2:33]4)[CH:23]=3)[C:7]=2[NH2:18])=[CH:14][CH:13]=1. (3) Given the reactants [Cl:1][C:2]1[C:11]([N+:12]([O-])=O)=[CH:10][C:5]([C:6]([O:8][CH3:9])=[O:7])=[CH:4][C:3]=1[O:15][CH3:16].CCO.N#N, predict the reaction product. The product is: [NH2:12][C:11]1[C:2]([Cl:1])=[C:3]([O:15][CH3:16])[CH:4]=[C:5]([CH:10]=1)[C:6]([O:8][CH3:9])=[O:7]. (4) Given the reactants [C:1]([O:5][N:6]=[C:7]1[C:16]2[C:11](=[CH:12][CH:13]=[C:14]([CH2:17][OH:18])[CH:15]=2)[O:10][C:9]([C:19]2[N:24]=[CH:23][N:22]3[CH:25]=[CH:26][CH:27]=[C:21]3[CH:20]=2)=[CH:8]1)([CH3:4])([CH3:3])[CH3:2].CC(OI1(OC(C)=O)(OC(C)=O)OC(=O)C2C=CC=CC1=2)=O, predict the reaction product. The product is: [C:1]([O:5][N:6]=[C:7]1[C:16]2[C:11](=[CH:12][CH:13]=[C:14]([CH:17]=[O:18])[CH:15]=2)[O:10][C:9]([C:19]2[N:24]=[CH:23][N:22]3[CH:25]=[CH:26][CH:27]=[C:21]3[CH:20]=2)=[CH:8]1)([CH3:4])([CH3:2])[CH3:3]. (5) The product is: [NH2:50][CH2:49][CH2:48][N:43]([C:36]1[CH:37]=[C:38]([O:41][CH3:42])[CH:39]=[CH:40][C:35]=1[NH:34][C:16]1[C:15]([Cl:14])=[CH:20][N:19]=[C:18]([NH:21][C:22]2[CH:27]=[C:26]([O:28][CH3:29])[C:25]([O:30][CH3:31])=[C:24]([O:32][CH3:33])[CH:23]=2)[N:17]=1)[S:44]([CH3:47])(=[O:46])=[O:45]. Given the reactants CC(C[AlH]CC(C)C)C.C(Cl)Cl.Cl.[Cl:14][C:15]1[C:16]([NH:34][C:35]2[CH:40]=[CH:39][C:38]([O:41][CH3:42])=[CH:37][C:36]=2[N:43]([CH2:48][C:49]#[N:50])[S:44]([CH3:47])(=[O:46])=[O:45])=[N:17][C:18]([NH:21][C:22]2[CH:27]=[C:26]([O:28][CH3:29])[C:25]([O:30][CH3:31])=[C:24]([O:32][CH3:33])[CH:23]=2)=[N:19][CH:20]=1.[Cl-].[NH4+], predict the reaction product. (6) Given the reactants [CH3:1][NH:2][CH2:3][CH2:4][CH2:5][O:6][C:7]1[CH:8]=[N:9][C:10]([CH3:13])=[CH:11][CH:12]=1.[O:14]=[C:15]([OH:27])[C@@H:16]([C@H:18]([C@H:20]([C@@H:22]([C:24]([OH:26])=[O:25])[OH:23])[OH:21])[OH:19])[OH:17].O, predict the reaction product. The product is: [O:14]=[C:15]([OH:27])[C@@H:16]([C@H:18]([C@H:20]([C@@H:22]([C:24]([OH:26])=[O:25])[OH:23])[OH:21])[OH:19])[OH:17].[CH3:1][NH:2][CH2:3][CH2:4][CH2:5][O:6][C:7]1[CH:8]=[N:9][C:10]([CH3:13])=[CH:11][CH:12]=1.[CH3:1][NH:2][CH2:3][CH2:4][CH2:5][O:6][C:7]1[CH:8]=[N:9][C:10]([CH3:13])=[CH:11][CH:12]=1. (7) The product is: [CH3:1][O:2][C:3]([C:5]1[C:9]([NH:10][C:11](=[O:23])[C:12]2[CH:17]=[CH:16][CH:15]=[C:14]([C:18]3[CH:19]=[N:20][N:21]([CH2:43][CH2:42][CH2:41][CH2:40][CH2:39][CH2:38][NH2:37])[CH:22]=3)[CH:13]=2)=[CH:8][N:7]([CH:24]2[CH2:29][CH2:28][O:27][CH2:26][CH2:25]2)[N:6]=1)=[O:4]. Given the reactants [CH3:1][O:2][C:3]([C:5]1[C:9]([NH:10][C:11](=[O:23])[C:12]2[CH:17]=[CH:16][CH:15]=[C:14]([C:18]3[CH:19]=[N:20][NH:21][CH:22]=3)[CH:13]=2)=[CH:8][N:7]([CH:24]2[CH2:29][CH2:28][O:27][CH2:26][CH2:25]2)[N:6]=1)=[O:4].C(OC([NH:37][CH2:38][CH2:39][CH2:40][CH2:41][CH2:42][CH2:43]OS(C)(=O)=O)=O)(C)(C)C.C(=O)([O-])[O-].[K+].[K+].Cl, predict the reaction product.